From a dataset of Full USPTO retrosynthesis dataset with 1.9M reactions from patents (1976-2016). Predict the reactants needed to synthesize the given product. (1) Given the product [CH3:1][O:2][C:3](=[O:20])[C:4]1[CH:9]=[CH:8][CH:7]=[C:6]([O:10][C@H:11]([C:13]([OH:15])=[O:14])[CH3:12])[CH:5]=1, predict the reactants needed to synthesize it. The reactants are: [CH3:1][O:2][C:3](=[O:20])[C:4]1[CH:9]=[CH:8][CH:7]=[C:6]([O:10][C@H:11]([C:13]([O:15]C(C)(C)C)=[O:14])[CH3:12])[CH:5]=1.FC(F)(F)C(O)=O. (2) Given the product [NH2:23][C@H:22]([C:41](=[O:76])[NH:42][CH2:43][CH2:44][CH2:45][CH2:46][C@@H:47]([C:69]([O:71][C:72]([CH3:75])([CH3:74])[CH3:73])=[O:70])[NH:48][C:49](=[O:68])[NH:50][C@H:51]([C:61]([O:63][C:64]([CH3:67])([CH3:66])[CH3:65])=[O:62])[CH2:52][CH2:53][C:54]([O:56][C:57]([CH3:60])([CH3:59])[CH3:58])=[O:55])[CH2:21][CH2:20][CH2:19][CH2:18][N:17]([CH2:77][C:78]1[N:79]([CH2:83][C:84]([N:85]([CH2:86][C:87]([O:88][C:89]([CH3:90])([CH3:91])[CH3:92])=[O:93])[CH2:94][C:95](=[O:101])[O:96][C:97]([CH3:98])([CH3:99])[CH3:100])=[O:102])[CH:80]=[CH:81][N:82]=1)[CH2:16][C:12]1[N:11]([CH2:10][C:9]([N:8]([CH2:104][C:105]([O:106][C:107]([CH3:109])([CH3:108])[CH3:110])=[O:111])[CH2:7][C:6](=[O:112])[O:5][C:1]([CH3:2])([CH3:4])[CH3:3])=[O:103])[CH:15]=[CH:14][N:13]=1, predict the reactants needed to synthesize it. The reactants are: [C:1]([O:5][C:6](=[O:112])[CH2:7][N:8]([CH2:104][C:105](=[O:111])[O:106][C:107]([CH3:110])([CH3:109])[CH3:108])[C:9](=[O:103])[CH2:10][N:11]1[CH:15]=[CH:14][N:13]=[C:12]1[CH2:16][N:17]([CH2:77][C:78]1[N:79]([CH2:83][C:84](=[O:102])[N:85]([CH2:94][C:95](=[O:101])[O:96][C:97]([CH3:100])([CH3:99])[CH3:98])[CH2:86][C:87](=[O:93])[O:88][C:89]([CH3:92])([CH3:91])[CH3:90])[CH:80]=[CH:81][N:82]=1)[CH2:18][CH2:19][CH2:20][CH2:21][C@@H:22]([C:41](=[O:76])[NH:42][CH2:43][CH2:44][CH2:45][CH2:46][C@@H:47]([C:69]([O:71][C:72]([CH3:75])([CH3:74])[CH3:73])=[O:70])[NH:48][C:49](=[O:68])[NH:50][C@H:51]([C:61]([O:63][C:64]([CH3:67])([CH3:66])[CH3:65])=[O:62])[CH2:52][CH2:53][C:54]([O:56][C:57]([CH3:60])([CH3:59])[CH3:58])=[O:55])[NH:23]C(=O)OCC1C2C=CC=CC=2C2C1=CC=CC=2)([CH3:4])([CH3:3])[CH3:2].N1CCCCC1. (3) Given the product [OH:4][C:3]1[CH:5]=[CH:6][CH:7]=[CH:8][C:2]=1[CH:1]=[C:11]1[CH2:12][CH2:13][CH2:14][O:15][C:10]1=[O:16], predict the reactants needed to synthesize it. The reactants are: [CH:1](=O)[C:2]1[C:3](=[CH:5][CH:6]=[CH:7][CH:8]=1)[OH:4].[C:10]1(=[O:16])[O:15][CH2:14][CH2:13][CH2:12][CH2:11]1. (4) Given the product [CH2:8]([NH:10][CH2:11]/[CH:12]=[CH:13]\[C:14]1[CH:19]=[C:18]([F:20])[CH:17]=[CH:16][C:15]=1[S:21]([NH:24][C:33]1[C:42]([C:43]([O:45][CH3:46])=[O:44])=[C:41]2[C:36]([C:37]3[CH:49]=[CH:48][O:47][C:38]=3[CH2:39][O:40]2)=[CH:35][CH:34]=1)(=[O:23])=[O:22])[CH3:9], predict the reactants needed to synthesize it. The reactants are: C(O)(C(F)(F)F)=O.[CH2:8]([NH:10][CH2:11]/[CH:12]=[CH:13]\[C:14]1[CH:19]=[C:18]([F:20])[CH:17]=[CH:16][C:15]=1[S:21]([N:24]([C:33]1[C:42]([C:43]([O:45][CH3:46])=[O:44])=[C:41]2[C:36]([C:37]3[CH:49]=[CH:48][O:47][C:38]=3[CH2:39][O:40]2)=[CH:35][CH:34]=1)COCC[Si](C)(C)C)(=[O:23])=[O:22])[CH3:9].C(=O)([O-])[O-].[K+].[K+]. (5) Given the product [CH:19]1([C:17]([NH:16][C:14]2[N:15]=[C:10]3[CH:9]=[CH:8][C:7]([O:6][C:5]4[CH:22]=[CH:23][C:2]([NH:1][C:40]([C:34]5[C:33](=[O:43])[N:32]([C:29]6[CH:28]=[CH:27][C:26]([F:25])=[CH:31][CH:30]=6)[C:37]([CH3:38])=[CH:36][C:35]=5[CH3:39])=[O:41])=[CH:3][C:4]=4[F:24])=[CH:12][N:11]3[CH:13]=2)=[O:18])[CH2:21][CH2:20]1, predict the reactants needed to synthesize it. The reactants are: [NH2:1][C:2]1[CH:23]=[CH:22][C:5]([O:6][C:7]2[CH:8]=[CH:9][C:10]3[N:11]([CH:13]=[C:14]([NH:16][C:17]([CH:19]4[CH2:21][CH2:20]4)=[O:18])[N:15]=3)[CH:12]=2)=[C:4]([F:24])[CH:3]=1.[F:25][C:26]1[CH:31]=[CH:30][C:29]([N:32]2[C:37]([CH3:38])=[CH:36][C:35]([CH3:39])=[C:34]([C:40](O)=[O:41])[C:33]2=[O:43])=[CH:28][CH:27]=1.C(N(CC)C(C)C)(C)C.CN(C(ON1N=NC2C=CC=NC1=2)=[N+](C)C)C.F[P-](F)(F)(F)(F)F.C(=O)([O-])O.[Na+]. (6) Given the product [Cl:1][C:2]1[CH:3]=[C:4]([NH:16][C:17]2[C:29]3[C:28]4[CH2:27][CH2:26][N:25]([C:30](=[O:40])[CH:31]=[CH:32][CH2:33][CH2:34][N:48]([CH3:49])[CH3:47])[CH2:24][C:23]=4[S:22][C:21]=3[N:20]=[CH:19][N:18]=2)[CH:5]=[CH:6][C:7]=1[O:8][CH2:9][C:10]1[CH:15]=[CH:14][CH:13]=[CH:12][N:11]=1, predict the reactants needed to synthesize it. The reactants are: [Cl:1][C:2]1[CH:3]=[C:4]([NH:16][C:17]2[C:29]3[C:28]4[CH2:27][CH2:26][N:25]([C:30](=[O:40])[CH:31]=[CH:32][CH2:33][CH2:34]OS(C)(=O)=O)[CH2:24][C:23]=4[S:22][C:21]=3[N:20]=[CH:19][N:18]=2)[CH:5]=[CH:6][C:7]=1[O:8][CH2:9][C:10]1[CH:15]=[CH:14][CH:13]=[CH:12][N:11]=1.C(=O)([O-])[O-].[Cs+].[Cs+].[CH3:47][NH:48][CH3:49]. (7) Given the product [CH:2]([C:3]1[S:4][CH:5]=[CH:6][C:7]=1[S:8]([N:11]([CH3:26])[C:12]1[CH:13]=[CH:14][CH:15]=[C:16]2[C:20]=1[NH:19][C:18]([C:21]1[S:22][CH:23]=[CH:24][N:25]=1)=[CH:17]2)(=[O:10])=[O:9])=[O:1], predict the reactants needed to synthesize it. The reactants are: [OH:1][CH2:2][C:3]1[S:4][CH:5]=[CH:6][C:7]=1[S:8]([N:11]([CH3:26])[C:12]1[CH:13]=[CH:14][CH:15]=[C:16]2[C:20]=1[NH:19][C:18]([C:21]1[S:22][CH:23]=[CH:24][N:25]=1)=[CH:17]2)(=[O:10])=[O:9].CC(OI1(OC(C)=O)(OC(C)=O)OC(=O)C2C=CC=CC1=2)=O.C(=O)([O-])O.[Na+].